This data is from Full USPTO retrosynthesis dataset with 1.9M reactions from patents (1976-2016). The task is: Predict the reactants needed to synthesize the given product. (1) Given the product [CH:13]([NH:16][C:17]([NH:1][C@H:2]([C:7]1[CH:12]=[CH:11][CH:10]=[CH:9][CH:8]=1)[CH2:3][C:4]([OH:6])=[O:5])=[O:18])([CH3:15])[CH3:14], predict the reactants needed to synthesize it. The reactants are: [NH2:1][C@H:2]([C:7]1[CH:12]=[CH:11][CH:10]=[CH:9][CH:8]=1)[CH2:3][C:4]([OH:6])=[O:5].[CH:13]([N:16]=[C:17]=[O:18])([CH3:15])[CH3:14]. (2) Given the product [CH3:1][N:2]([C:3]1[S:4][CH:5]=[C:6]([C:8]2[CH:9]=[CH:10][CH:11]=[CH:12][CH:13]=2)[N:7]=1)[CH2:17][CH2:18][CH2:19][O:20][C:21]1[CH:26]=[CH:25][C:24]([CH2:27][CH2:28][C:29]([O:31][CH2:32][CH3:33])=[O:30])=[CH:23][CH:22]=1, predict the reactants needed to synthesize it. The reactants are: [CH3:1][NH:2][C:3]1[S:4][CH:5]=[C:6]([C:8]2[CH:13]=[CH:12][CH:11]=[CH:10][CH:9]=2)[N:7]=1.[H-].[Na+].Br[CH2:17][CH2:18][CH2:19][O:20][C:21]1[CH:26]=[CH:25][C:24]([CH2:27][CH2:28][C:29]([O:31][CH2:32][CH3:33])=[O:30])=[CH:23][CH:22]=1.O. (3) Given the product [Cl:1][C:2]1[CH:7]=[CH:6][C:5]([C@H:8]([NH:10][CH2:19][CH:18]=[C:17]([C:11]2[CH:16]=[CH:15][CH:14]=[CH:13][CH:12]=2)[C:21]2[CH:26]=[CH:25][CH:24]=[CH:23][CH:22]=2)[CH3:9])=[CH:4][CH:3]=1, predict the reactants needed to synthesize it. The reactants are: [Cl:1][C:2]1[CH:7]=[CH:6][C:5]([C@H:8]([NH2:10])[CH3:9])=[CH:4][CH:3]=1.[C:11]1([C:17]([C:21]2[CH:26]=[CH:25][CH:24]=[CH:23][CH:22]=2)=[CH:18][CH:19]=O)[CH:16]=[CH:15][CH:14]=[CH:13][CH:12]=1.[BH-](OC(C)=O)(OC(C)=O)OC(C)=O.[Na+].[OH-].[Na+]. (4) Given the product [OH:22][CH2:21][CH2:23][NH:24][C:13](=[O:15])[C:12]1[CH:11]=[C:10]([N+:7]([O-:9])=[O:8])[CH:18]=[C:17]([O:19][CH3:20])[CH:16]=1, predict the reactants needed to synthesize it. The reactants are: C(Cl)(=O)C(Cl)=O.[N+:7]([C:10]1[CH:11]=[C:12]([CH:16]=[C:17]([O:19][CH3:20])[CH:18]=1)[C:13]([OH:15])=O)([O-:9])=[O:8].[CH2:21]([CH2:23][NH2:24])[OH:22].CCN(C(C)C)C(C)C. (5) The reactants are: [CH3:1][O:2][C:3]([C:5]1[CH:13]=[CH:12][C:8]([C:9](O)=[O:10])=[CH:7][C:6]=1[N+:14]([O-:16])=[O:15])=[O:4].C(Cl)(=O)C(Cl)=O.[BH4-].[Na+].Cl. Given the product [CH3:1][O:2][C:3](=[O:4])[C:5]1[CH:13]=[CH:12][C:8]([CH2:9][OH:10])=[CH:7][C:6]=1[N+:14]([O-:16])=[O:15], predict the reactants needed to synthesize it.